The task is: Regression. Given two drug SMILES strings and cell line genomic features, predict the synergy score measuring deviation from expected non-interaction effect.. This data is from NCI-60 drug combinations with 297,098 pairs across 59 cell lines. (1) Drug 1: CC1C(C(=O)NC(C(=O)N2CCCC2C(=O)N(CC(=O)N(C(C(=O)O1)C(C)C)C)C)C(C)C)NC(=O)C3=C4C(=C(C=C3)C)OC5=C(C(=O)C(=C(C5=N4)C(=O)NC6C(OC(=O)C(N(C(=O)CN(C(=O)C7CCCN7C(=O)C(NC6=O)C(C)C)C)C)C(C)C)C)N)C. Drug 2: CC1=CC=C(C=C1)C2=CC(=NN2C3=CC=C(C=C3)S(=O)(=O)N)C(F)(F)F. Cell line: UACC-257. Synergy scores: CSS=4.11, Synergy_ZIP=2.81, Synergy_Bliss=6.28, Synergy_Loewe=2.98, Synergy_HSA=3.81. (2) Synergy scores: CSS=24.0, Synergy_ZIP=2.89, Synergy_Bliss=4.69, Synergy_Loewe=9.20, Synergy_HSA=10.9. Cell line: UACC62. Drug 2: C1CC(CNC1)C2=CC=C(C=C2)N3C=C4C=CC=C(C4=N3)C(=O)N. Drug 1: C1CC2CC3=C(CC1C24CN(S(=O)(=O)N4)CC(F)(F)F)C=CC(=C3)C=CCN5CCC(CC5)C(F)(F)F. (3) Drug 1: CC(CN1CC(=O)NC(=O)C1)N2CC(=O)NC(=O)C2. Drug 2: CC1=C(N=C(N=C1N)C(CC(=O)N)NCC(C(=O)N)N)C(=O)NC(C(C2=CN=CN2)OC3C(C(C(C(O3)CO)O)O)OC4C(C(C(C(O4)CO)O)OC(=O)N)O)C(=O)NC(C)C(C(C)C(=O)NC(C(C)O)C(=O)NCCC5=NC(=CS5)C6=NC(=CS6)C(=O)NCCC[S+](C)C)O. Cell line: OVCAR3. Synergy scores: CSS=23.7, Synergy_ZIP=-7.86, Synergy_Bliss=1.61, Synergy_Loewe=-3.11, Synergy_HSA=3.03. (4) Drug 1: CN(CCCl)CCCl.Cl. Drug 2: B(C(CC(C)C)NC(=O)C(CC1=CC=CC=C1)NC(=O)C2=NC=CN=C2)(O)O. Cell line: OVCAR-5. Synergy scores: CSS=38.0, Synergy_ZIP=-3.21, Synergy_Bliss=-0.341, Synergy_Loewe=-24.9, Synergy_HSA=-0.525. (5) Synergy scores: CSS=49.8, Synergy_ZIP=-0.184, Synergy_Bliss=-0.588, Synergy_Loewe=-39.0, Synergy_HSA=0.766. Cell line: CCRF-CEM. Drug 1: C1C(C(OC1N2C=NC(=NC2=O)N)CO)O. Drug 2: CC12CCC3C(C1CCC2OP(=O)(O)O)CCC4=C3C=CC(=C4)OC(=O)N(CCCl)CCCl.[Na+]. (6) Drug 1: C1=CC(=CC=C1CC(C(=O)O)N)N(CCCl)CCCl.Cl. Drug 2: C1C(C(OC1N2C=NC(=NC2=O)N)CO)O. Cell line: HCT-15. Synergy scores: CSS=30.0, Synergy_ZIP=-6.92, Synergy_Bliss=-1.92, Synergy_Loewe=-3.88, Synergy_HSA=-3.64. (7) Drug 1: C1=NC2=C(N1)C(=S)N=CN2. Drug 2: C1CN(CCN1C(=O)CCBr)C(=O)CCBr. Cell line: COLO 205. Synergy scores: CSS=9.52, Synergy_ZIP=-10.1, Synergy_Bliss=1.40, Synergy_Loewe=-2.32, Synergy_HSA=1.18.